From a dataset of Full USPTO retrosynthesis dataset with 1.9M reactions from patents (1976-2016). Predict the reactants needed to synthesize the given product. (1) Given the product [C:33]([OH:36])(=[O:35])[CH2:34][CH2:2][C:47]([OH:51])=[O:48].[F:1][C:2]1[CH:3]=[CH:4][C:5]2[NH:11][C:10]3[CH:12]=[CH:13][C:14]([CH3:16])=[CH:15][C:9]=3[C:8]([N:17]3[CH2:22][CH2:21][N:20]([CH3:33])[C@@H:19]([CH2:23][CH2:24][C:25]4[CH:26]=[CH:27][C:28]([F:31])=[CH:29][CH:30]=4)[CH2:18]3)=[N:7][C:6]=2[CH:32]=1, predict the reactants needed to synthesize it. The reactants are: [F:1][C:2]1[CH:3]=[CH:4][C:5]2[NH:11][C:10]3[CH:12]=[CH:13][C:14]([CH3:16])=[CH:15][C:9]=3[C:8]([N:17]3[CH2:22][CH2:21][NH:20][C@@H:19]([CH2:23][CH2:24][C:25]4[CH:30]=[CH:29][C:28]([F:31])=[CH:27][CH:26]=4)[CH2:18]3)=[N:7][C:6]=2[CH:32]=1.[C:33]([O:36][BH-]([O:36][C:33](=[O:35])[CH3:34])[O:36][C:33](=[O:35])[CH3:34])(=[O:35])[CH3:34].[Na+].[CH2:47]=[O:48].[Cl-].[Na+].[OH2:51]. (2) Given the product [SH:1][CH:2]1[CH2:3][CH2:4][N:5]([C:8]([O:10][C:11]([CH3:14])([CH3:13])[CH3:12])=[O:9])[CH2:6][CH2:7]1, predict the reactants needed to synthesize it. The reactants are: [S:1]=[C:2]1[CH2:7][CH2:6][N:5]([C:8]([O:10][C:11]([CH3:14])([CH3:13])[CH3:12])=[O:9])[CH2:4][CH2:3]1.[BH4-].[Na+].